From a dataset of Forward reaction prediction with 1.9M reactions from USPTO patents (1976-2016). Predict the product of the given reaction. (1) Given the reactants [CH2:1]([C:3]1([C:11]2[CH:16]=[CH:15][CH:14]=[C:13]([O:17][CH3:18])[CH:12]=2)[CH2:9][CH2:8][CH2:7][CH2:6][NH:5][C:4]1=[O:10])[CH3:2].[H-].[Na+].[CH2:21](Br)[CH:22]=[CH2:23], predict the reaction product. The product is: [CH2:23]([N:5]1[CH2:6][CH2:7][CH2:8][CH2:9][C:3]([CH2:1][CH3:2])([C:11]2[CH:16]=[CH:15][CH:14]=[C:13]([O:17][CH3:18])[CH:12]=2)[C:4]1=[O:10])[CH:22]=[CH2:21]. (2) Given the reactants [F:1][C:2]1[CH:26]=[CH:25][C:5]2=[C:6]3[N:17]=[C:16]([S:18][CH:19]4[CH2:23][CH2:22][O:21][C:20]4=[O:24])[NH:15][C:7]3=[C:8]3[C:13]([C:12](=[O:14])[NH:11][CH:10]=[CH:9]3)=[C:4]2[CH:3]=1.[NH3:27], predict the reaction product. The product is: [F:1][C:2]1[CH:26]=[CH:25][C:5]2=[C:6]3[N:17]=[C:16]([S:18][CH:19]([CH2:23][CH2:22][OH:21])[C:20]([NH2:27])=[O:24])[NH:15][C:7]3=[C:8]3[C:13]([C:12](=[O:14])[NH:11][CH:10]=[CH:9]3)=[C:4]2[CH:3]=1. (3) Given the reactants C(OCC)C.[F:6][C:7]([F:26])([C:10]([F:25])([F:24])[C:11]([F:23])([F:22])[C:12]([F:21])([F:20])[C:13]([F:19])([F:18])[C:14]([F:17])([F:16])[F:15])[CH2:8][OH:9].[F:27][C:28]([F:41])([F:40])[S:29](O[S:29]([C:28]([F:41])([F:40])[F:27])(=[O:31])=[O:30])(=[O:31])=[O:30].Cl, predict the reaction product. The product is: [F:27][C:28]([F:41])([F:40])[S:29]([O:9][CH2:8][C:7]([F:26])([F:6])[C:10]([F:24])([F:25])[C:11]([F:22])([F:23])[C:12]([F:20])([F:21])[C:13]([F:18])([F:19])[C:14]([F:17])([F:16])[F:15])(=[O:31])=[O:30]. (4) Given the reactants [CH:1]1([N:5]2[C:13]3[CH:12]=[C:11]([CH3:14])[N:10]=[CH:9][C:8]=3[C:7]([C:15]#[N:16])=[C:6]2[Sn](CCCC)(CCCC)CCCC)[CH2:4][CH2:3][CH2:2]1.Cl[C:31]1[N:36]=[CH:35][C:34]([S:37]([NH:40][CH:41]([CH3:43])[CH3:42])(=[O:39])=[O:38])=[CH:33][N:32]=1, predict the reaction product. The product is: [C:15]([C:7]1[C:8]2[CH:9]=[N:10][C:11]([CH3:14])=[CH:12][C:13]=2[N:5]([CH:1]2[CH2:2][CH2:3][CH2:4]2)[C:6]=1[C:31]1[N:32]=[CH:33][C:34]([S:37]([NH:40][CH:41]([CH3:43])[CH3:42])(=[O:38])=[O:39])=[CH:35][N:36]=1)#[N:16].